Dataset: Reaction yield outcomes from USPTO patents with 853,638 reactions. Task: Predict the reaction yield, written as a fraction of the theoretical maximum amount of product (1.0 means a 100% yield; for example, 0.34 means a 34% yield). (1) The reactants are [C:1]([O:5][C:6](=[O:15])[NH:7][C:8]1([CH2:13][OH:14])[CH2:10][CH:9]1[CH:11]=[CH2:12])([CH3:4])([CH3:3])[CH3:2].CC(OI1(OC(C)=O)(OC(C)=O)OC(=O)C2C=CC=CC1=2)=O.CCCCCC.C(OCC)(=O)C.S(=O)(=O)(O)O. The catalyst is ClCCl.[NH4+].[NH4+].[O-][Mo]([O-])(=O)=O.S([O-])([O-])(=O)=O.[Ce+3].S([O-])([O-])(=O)=O.S([O-])([O-])(=O)=O.[Ce+3]. The product is [C:1]([O:5][C:6](=[O:15])[NH:7][C:8]1([CH:13]=[O:14])[CH2:10][CH:9]1[CH:11]=[CH2:12])([CH3:4])([CH3:2])[CH3:3]. The yield is 0.360. (2) The reactants are [C:1]([O:5][C:6]([N:8]1[CH:14]([C:15]2[NH:16][C:17]([C:20]3[CH:25]=[CH:24][C:23](Br)=[CH:22][CH:21]=3)=[CH:18][N:19]=2)[CH2:13][C:10]2([CH2:12][CH2:11]2)[CH2:9]1)=[O:7])([CH3:4])([CH3:3])[CH3:2].[C:27]([O:31][C:32]([N:34]1[CH:39]([C:40]2[NH:44][C:43]3[CH:45]=[C:46]([C:49]4[CH:54]=[CH:53][C:52](B5OC(C)(C)C(C)(C)O5)=[CH:51][CH:50]=4)[CH:47]=[CH:48][C:42]=3[N:41]=2)[CH:38]2[CH2:64][CH:35]1[CH2:36][CH2:37]2)=[O:33])([CH3:30])([CH3:29])[CH3:28].C(=O)([O-])[O-].[K+].[K+]. The catalyst is COCCOC.C(OCC)(=O)C.C1C=CC([P]([Pd]([P](C2C=CC=CC=2)(C2C=CC=CC=2)C2C=CC=CC=2)([P](C2C=CC=CC=2)(C2C=CC=CC=2)C2C=CC=CC=2)[P](C2C=CC=CC=2)(C2C=CC=CC=2)C2C=CC=CC=2)(C2C=CC=CC=2)C2C=CC=CC=2)=CC=1. The product is [C:27]([O:31][C:32]([N:34]1[CH:39]([C:40]2[NH:44][C:43]3[CH:45]=[C:46]([C:49]4[CH:54]=[CH:53][C:52]([C:23]5[CH:22]=[CH:21][C:20]([C:17]6[NH:16][C:15]([CH:14]7[CH2:13][C:10]8([CH2:11][CH2:12]8)[CH2:9][N:8]7[C:6]([O:5][C:1]([CH3:3])([CH3:2])[CH3:4])=[O:7])=[N:19][CH:18]=6)=[CH:25][CH:24]=5)=[CH:51][CH:50]=4)[CH:47]=[CH:48][C:42]=3[N:41]=2)[CH:38]2[CH2:64][CH:35]1[CH2:36][CH2:37]2)=[O:33])([CH3:30])([CH3:28])[CH3:29]. The yield is 0.260. (3) The reactants are Cl[C:2]1[N:7]=[C:6]([NH:8][C:9]2[CH:17]=[C:16]3[C:12]([CH:13]=[CH:14][NH:15]3)=[CH:11][CH:10]=2)[CH:5]=[N:4][CH:3]=1.[N:18]1[CH:23]=[CH:22][C:21](B(O)O)=[CH:20][CH:19]=1.C(=O)([O-])[O-].[Na+].[Na+]. The catalyst is COCCOC.O.C1C=CC([P]([Pd]([P](C2C=CC=CC=2)(C2C=CC=CC=2)C2C=CC=CC=2)([P](C2C=CC=CC=2)(C2C=CC=CC=2)C2C=CC=CC=2)[P](C2C=CC=CC=2)(C2C=CC=CC=2)C2C=CC=CC=2)(C2C=CC=CC=2)C2C=CC=CC=2)=CC=1. The product is [N:18]1[CH:23]=[CH:22][C:21]([C:2]2[N:7]=[C:6]([NH:8][C:9]3[CH:17]=[C:16]4[C:12]([CH:13]=[CH:14][NH:15]4)=[CH:11][CH:10]=3)[CH:5]=[N:4][CH:3]=2)=[CH:20][CH:19]=1. The yield is 0.365. (4) The reactants are [NH2:1][C:2]([C:4]1[CH:9]=[C:8]([C:10]([NH:12][CH2:13][C:14]([CH3:17])([CH3:16])[CH3:15])=[O:11])[CH:7]=[CH:6][C:5]=1[C:18]1[C:23]([CH3:24])=[C:22]([F:25])[CH:21]=[C:20]([C:26]([O:28]C(C)(C)C)=[O:27])[CH:19]=1)=[O:3].C([SiH](CC)CC)C.C(O)(C(F)(F)F)=O. The catalyst is C(Cl)Cl. The product is [NH2:1][C:2]([C:4]1[CH:9]=[C:8]([C:10]([NH:12][CH2:13][C:14]([CH3:17])([CH3:16])[CH3:15])=[O:11])[CH:7]=[CH:6][C:5]=1[C:18]1[C:23]([CH3:24])=[C:22]([F:25])[CH:21]=[C:20]([C:26]([OH:28])=[O:27])[CH:19]=1)=[O:3]. The yield is 0.830.